This data is from KCNQ2 potassium channel screen with 302,405 compounds. The task is: Binary Classification. Given a drug SMILES string, predict its activity (active/inactive) in a high-throughput screening assay against a specified biological target. (1) The drug is O(\N=C(\c1n2c(nc1C)cc(cc2)C)C)C(=O)c1ccc(cc1)C. The result is 0 (inactive). (2) The molecule is O(c1ccc(C2N=C(NC(=N2)c2ccccc2)c2ccccc2)cc1)C. The result is 0 (inactive). (3) The molecule is O=C(N(Cc1ccc(OC)cc1)Cc1ccncc1)CCC(O)=O. The result is 0 (inactive). (4) The result is 0 (inactive). The compound is O1C(CN(CC2CC2)C(=O)CCc2oc(nn2)c2noc(c2)C)CCC1.